From a dataset of Forward reaction prediction with 1.9M reactions from USPTO patents (1976-2016). Predict the product of the given reaction. (1) Given the reactants [CH2:1]([O:3][C:4]([C:6]1[C:7]([CH:11]([F:13])[F:12])=[N:8][NH:9][CH:10]=1)=[O:5])[CH3:2].P(OC)(OC)(O[CH3:17])=O, predict the reaction product. The product is: [CH2:1]([O:3][C:4]([C:6]1[C:7]([CH:11]([F:12])[F:13])=[N:8][N:9]([CH3:17])[CH:10]=1)=[O:5])[CH3:2]. (2) Given the reactants [C:1]([C:5]1[O:6][C:7]2[C:13]([S:14](Cl)(=[O:16])=[O:15])=[C:12]([Cl:18])[CH:11]=[CH:10][C:8]=2[N:9]=1)([CH3:4])([CH3:3])[CH3:2].C(N(CC)CC)C.[CH3:26][CH2:27][N:28]([CH2:31][CH2:32][NH:33][CH3:34])[CH2:29][CH3:30], predict the reaction product. The product is: [CH2:27]([N:28]([CH2:29][CH3:30])[CH2:31][CH2:32][N:33]([CH3:34])[S:14]([C:13]1[C:7]2[O:6][C:5]([C:1]([CH3:4])([CH3:3])[CH3:2])=[N:9][C:8]=2[CH:10]=[CH:11][C:12]=1[Cl:18])(=[O:16])=[O:15])[CH3:26]. (3) Given the reactants [C:1]([CH:3]([C:12]1[CH:17]=[CH:16][CH:15]=[C:14]([F:18])[C:13]=1[F:19])[CH2:4][CH2:5][CH2:6][C:7]([O:9][CH2:10][CH3:11])=[O:8])#[N:2], predict the reaction product. The product is: [NH2:2][CH2:1][CH:3]([C:12]1[CH:17]=[CH:16][CH:15]=[C:14]([F:18])[C:13]=1[F:19])[CH2:4][CH2:5][CH2:6][C:7]([O:9][CH2:10][CH3:11])=[O:8]. (4) Given the reactants [Br:1][C:2]1[CH:7]=[CH:6][CH:5]=[CH:4][C:3]=1[C:8](=O)[CH2:9][C:10]1[CH:11]=[CH:12][C:13](=[O:19])[N:14]([CH:16]([CH3:18])[CH3:17])[N:15]=1.[H-].[Na+].C([O:25][C:26](=O)[CH2:27][CH2:28]Br)C.C([O-])(=O)C.[NH4+:35], predict the reaction product. The product is: [Br:1][C:2]1[CH:7]=[CH:6][CH:5]=[CH:4][C:3]=1[C:8]1[NH:35][C:26](=[O:25])[CH2:27][CH2:28][C:9]=1[C:10]1[CH:11]=[CH:12][C:13](=[O:19])[N:14]([CH:16]([CH3:18])[CH3:17])[N:15]=1. (5) Given the reactants [NH2:1][CH:2]([NH:7][C:8](=[O:16])[C:9]1[CH:14]=[CH:13][C:12]([CH3:15])=[CH:11][CH:10]=1)[C:3]([Cl:6])([Cl:5])[Cl:4].[C:17]1([N:23]=[C:24]=[O:25])[CH:22]=[CH:21][CH:20]=[CH:19][CH:18]=1.C(N(CC)CC)C, predict the reaction product. The product is: [NH:23]([C:24]([NH:1][CH:2]([NH:7][C:8](=[O:16])[C:9]1[CH:14]=[CH:13][C:12]([CH3:15])=[CH:11][CH:10]=1)[C:3]([Cl:6])([Cl:4])[Cl:5])=[O:25])[C:17]1[CH:22]=[CH:21][CH:20]=[CH:19][CH:18]=1. (6) Given the reactants [O:1]=[C:2]1[CH2:7][CH2:6][N:5]([C:8]([O:10][C:11]([CH3:14])([CH3:13])[CH3:12])=[O:9])[CH2:4][CH2:3]1.[CH:15]1([CH2:20][C:21](Cl)=[O:22])[CH2:19][CH2:18][CH2:17][CH2:16]1, predict the reaction product. The product is: [CH:15]1([CH2:20][C:21]([CH:7]2[C:2](=[O:1])[CH2:3][CH2:4][N:5]([C:8]([O:10][C:11]([CH3:14])([CH3:13])[CH3:12])=[O:9])[CH2:6]2)=[O:22])[CH2:19][CH2:18][CH2:17][CH2:16]1. (7) Given the reactants [F:1][C:2]1[CH:29]=[CH:28][C:5]([CH2:6][N:7]2[C:12](=[O:13])[C:11]3[C:14]([O:23][CH3:24])=[C:15]4[C:20](=[O:21])[N:19]([CH3:22])[CH2:18][CH2:17][N:16]4[C:10]=3[C:9]([CH:25](O)[CH3:26])=[N:8]2)=[CH:4][CH:3]=1.S(Cl)([Cl:32])=O, predict the reaction product. The product is: [F:1][C:2]1[CH:29]=[CH:28][C:5]([CH2:6][N:7]2[C:12](=[O:13])[C:11]3[C:14]([O:23][CH3:24])=[C:15]4[C:20](=[O:21])[N:19]([CH3:22])[CH2:18][CH2:17][N:16]4[C:10]=3[C:9]([CH:25]([Cl:32])[CH3:26])=[N:8]2)=[CH:4][CH:3]=1.